The task is: Predict the reactants needed to synthesize the given product.. This data is from Full USPTO retrosynthesis dataset with 1.9M reactions from patents (1976-2016). Given the product [CH3:1][CH:2]([CH2:9][CH:10]([CH3:12])[CH3:11])[CH:3]=[CH:4][N+:5]([O-:7])=[O:6], predict the reactants needed to synthesize it. The reactants are: [CH3:1][CH:2]([CH2:9][CH:10]([CH3:12])[CH3:11])[CH:3](O)[CH2:4][N+:5]([O-:7])=[O:6].S(Cl)(C)(=O)=O.C(N(CC)CC)C.O.